From a dataset of Full USPTO retrosynthesis dataset with 1.9M reactions from patents (1976-2016). Predict the reactants needed to synthesize the given product. (1) Given the product [CH3:1][O:2][C:3]1[CH:12]=[CH:11][C:10]([C:13](=[O:15])[CH3:14])=[CH:9][C:4]=1[C:5]([OH:7])=[O:6], predict the reactants needed to synthesize it. The reactants are: [CH3:1][O:2][C:3]1[CH:12]=[CH:11][C:10]([C:13](=[O:15])[CH3:14])=[CH:9][C:4]=1[C:5]([O:7]C)=[O:6].Cl. (2) Given the product [CH3:2][C@H:1]([C:4]1[CH:9]=[CH:8][CH:7]=[CH:6][N:5]=1)[OH:3], predict the reactants needed to synthesize it. The reactants are: [C:1]([C:4]1[CH:9]=[CH:8][CH:7]=[CH:6][N:5]=1)(=[O:3])[CH3:2]. (3) Given the product [Br:16][C:17]1[C:22]([O:23][CH:24]([CH3:25])[CH3:26])=[CH:21][C:20]([NH:27][N:28]=[CH:7][C:8](=[O:9])[C:10]([F:13])([F:12])[F:11])=[C:19]([F:29])[CH:18]=1, predict the reactants needed to synthesize it. The reactants are: C([O-])(=O)C.[Na+].Br[CH:7](Br)[C:8]([C:10]([F:13])([F:12])[F:11])=[O:9].Cl.[Br:16][C:17]1[C:22]([O:23][CH:24]([CH3:26])[CH3:25])=[CH:21][C:20]([NH:27][NH2:28])=[C:19]([F:29])[CH:18]=1. (4) Given the product [Cl:25][C:26]1[CH:27]=[C:28]([N:32]2[CH2:37][CH2:36][N:35]([C:12]([C:3]3[S:4][C:5]4[N:6]=[CH:7][NH:8][C:9](=[O:11])[C:10]=4[C:2]=3[CH3:1])=[O:14])[CH2:34][CH2:33]2)[CH:29]=[CH:30][CH:31]=1, predict the reactants needed to synthesize it. The reactants are: [CH3:1][C:2]1[C:10]2[C:9](=[O:11])[NH:8][CH:7]=[N:6][C:5]=2[S:4][C:3]=1[C:12]([OH:14])=O.CCN(C(C)C)C(C)C.Cl.[Cl:25][C:26]1[CH:27]=[C:28]([N:32]2[CH2:37][CH2:36][NH:35][CH2:34][CH2:33]2)[CH:29]=[CH:30][CH:31]=1.CN(C(ON1N=NC2C=CC=NC1=2)=[N+](C)C)C.F[P-](F)(F)(F)(F)F. (5) Given the product [CH3:17][C:4]1[C:3]([C:18]2[CH:23]=[CH:22][CH:21]=[CH:20][CH:19]=2)=[C:2]([N:31]2[CH2:36][CH2:35][NH:34][CH2:33][CH2:32]2)[N:10]2[C:6](=[N:7][C:8]3[CH:14]=[CH:13][CH:12]=[CH:11][C:9]=32)[C:5]=1[C:15]#[N:16], predict the reactants needed to synthesize it. The reactants are: Cl[C:2]1[N:10]2[C:6](=[N:7][C:8]3[CH:14]=[CH:13][CH:12]=[CH:11][C:9]=32)[C:5]([C:15]#[N:16])=[C:4]([CH3:17])[C:3]=1[C:18]1[CH:23]=[CH:22][CH:21]=[CH:20][CH:19]=1.C(N(CC)CC)C.[NH:31]1[CH2:36][CH2:35][NH:34][CH2:33][CH2:32]1.O. (6) Given the product [CH3:1][O:2][C:3]1[S:7][C:6]([C:9]#[N:10])=[N:5][CH:4]=1, predict the reactants needed to synthesize it. The reactants are: [CH3:1][O:2][C:3]1[S:7][C:6](N)=[N:5][CH:4]=1.[C:9]([Cu])#[N:10]. (7) Given the product [CH2:42]([O:41][C:38]1[CH:37]=[CH:36][C:35]([F:34])=[C:40]([C:8]2[CH:9]=[N:10][C:11]([N:14]3[C:22]4[C:17](=[CH:18][CH:19]=[C:20]([C:23]([N:25]5[CH2:30][CH2:29][O:28][CH2:27][CH2:26]5)=[O:24])[CH:21]=4)[C:16]([S:31]([CH3:33])=[O:32])=[CH:15]3)=[N:12][CH:13]=2)[CH:39]=1)[CH3:43], predict the reactants needed to synthesize it. The reactants are: C(=O)([O-])[O-].[K+].[K+].Br[C:8]1[CH:9]=[N:10][C:11]([N:14]2[C:22]3[C:17](=[CH:18][CH:19]=[C:20]([C:23]([N:25]4[CH2:30][CH2:29][O:28][CH2:27][CH2:26]4)=[O:24])[CH:21]=3)[C:16]([S:31]([CH3:33])=[O:32])=[CH:15]2)=[N:12][CH:13]=1.[F:34][C:35]1[CH:40]=[CH:39][C:38]([O:41][CH2:42][CH3:43])=[CH:37][C:36]=1B(O)O. (8) Given the product [CH2:8]([O:23][C:21]([CH:19]1[CH2:20][C:17](=[O:16])[CH2:18]1)=[O:22])[C:9]1[CH:14]=[CH:13][CH:12]=[CH:11][CH:10]=1, predict the reactants needed to synthesize it. The reactants are: C(N(CC)CC)C.[CH2:8](Br)[C:9]1[CH:14]=[CH:13][CH:12]=[CH:11][CH:10]=1.[O:16]=[C:17]1[CH2:20][CH:19]([C:21]([OH:23])=[O:22])[CH2:18]1.